This data is from Reaction yield outcomes from USPTO patents with 853,638 reactions. The task is: Predict the reaction yield, written as a fraction of the theoretical maximum amount of product (1.0 means a 100% yield; for example, 0.34 means a 34% yield). (1) The reactants are [Br:1][C:2]1[CH:7]=[CH:6][C:5]([CH2:8]Br)=[CH:4][CH:3]=1.C(N(CC)CC)C.[CH:17]12[NH:24][CH:21]([CH2:22][CH2:23]1)[CH2:20][C:19](=[O:25])[CH2:18]2. The catalyst is C1COCC1. The product is [Br:1][C:2]1[CH:7]=[CH:6][C:5]([CH2:8][N:24]2[CH:17]3[CH2:23][CH2:22][CH:21]2[CH2:20][C:19](=[O:25])[CH2:18]3)=[CH:4][CH:3]=1. The yield is 0.900. (2) The reactants are [H-].[Na+].[CH3:3][CH2:4][O:5][C:6]([CH:8]([NH:14][C:15]([CH3:17])=[O:16])[C:9]([O:11][CH2:12][CH3:13])=[O:10])=[O:7].[C:18]([N:25]1[C:37]2[CH:36]=[CH:35][C:34]([CH2:38]Br)=[CH:33][C:32]=2[C:31]2[C:26]1=[CH:27][CH:28]=[CH:29][CH:30]=2)([O:20][C:21]([CH3:24])([CH3:23])[CH3:22])=[O:19]. The catalyst is C1COCC1. The yield is 0.270. The product is [CH2:12]([O:11][C:9](=[O:10])[C:8]([NH:14][C:15](=[O:16])[CH3:17])([CH2:38][C:34]1[CH:35]=[CH:36][C:37]2[N:25]([C:18]([O:20][C:21]([CH3:24])([CH3:23])[CH3:22])=[O:19])[C:26]3[C:31]([C:32]=2[CH:33]=1)=[CH:30][CH:29]=[CH:28][CH:27]=3)[C:6]([O:5][CH2:4][CH3:3])=[O:7])[CH3:13].